Dataset: Catalyst prediction with 721,799 reactions and 888 catalyst types from USPTO. Task: Predict which catalyst facilitates the given reaction. (1) Reactant: [CH3:1][C:2]1[N:3]=[CH:4][C:5]2[C:10]([CH:11]=1)=[CH:9][CH:8]=[CH:7][CH:6]=2.OS(O)(=O)=O.[N+:17]([O-])([OH:19])=[O:18].[OH-].[Na+]. Product: [CH3:1][C:2]1[N:3]=[CH:4][C:5]2[C:10]([CH:11]=1)=[C:9]([N+:17]([O-:19])=[O:18])[CH:8]=[CH:7][CH:6]=2. The catalyst class is: 98. (2) Reactant: Cl.[NH2:2][CH2:3][C@@H:4]1[O:8][C:7](=[O:9])[N:6]([C:10]2[CH:15]=[CH:14][C:13]([N:16]3[CH2:21][CH2:20][O:19][CH2:18][C:17]3=[O:22])=[CH:12][CH:11]=2)[CH2:5]1.C(=O)([O-])[O-].[K+].[K+]. Product: [NH2:2][CH2:3][C@@H:4]1[O:8][C:7](=[O:9])[N:6]([C:10]2[CH:15]=[CH:14][C:13]([N:16]3[CH2:21][CH2:20][O:19][CH2:18][C:17]3=[O:22])=[CH:12][CH:11]=2)[CH2:5]1. The catalyst class is: 5. (3) Reactant: [O:1]1[CH:5]=[N:4][N:3]=[C:2]1[C:6]1[C:11](OC2C=CC(N)=CC=2)=[CH:10][CH:9]=[CH:8][N:7]=1.[F:20][C:21]1[CH:26]=[CH:25][C:24]([CH2:27][C:28]([OH:30])=O)=[CH:23][C:22]=1[C:31]([F:34])([F:33])[F:32].ON1[C:40]2[CH:41]=[CH:42][CH:43]=[CH:44][C:39]=2[N:38]=N1.Cl.CN(C)CCCN=C=NCC.C(OCC)(=[O:59])C. Product: [O:1]1[CH:5]=[N:4][N:3]=[C:2]1[C:6]1[CH:11]=[C:10]([O:59][C:41]2[CH:40]=[C:39]([NH:38][C:28](=[O:30])[CH2:27][C:24]3[CH:25]=[CH:26][C:21]([F:20])=[C:22]([C:31]([F:34])([F:33])[F:32])[CH:23]=3)[CH:44]=[CH:43][CH:42]=2)[CH:9]=[CH:8][N:7]=1. The catalyst class is: 136. (4) Reactant: C(N([CH2:6][CH3:7])CC)C.[C:8]([N:27]=[C:28]=[O:29])(=[O:26])[CH2:9][CH2:10][CH2:11][CH2:12][CH2:13][CH2:14][CH2:15][CH2:16][CH2:17][CH2:18][CH2:19][CH2:20][CH2:21][CH2:22][CH2:23][CH2:24][CH3:25].NC(O[CH2:34][CH3:35])=O.[NH2:36][C:37](N)=[O:38].O. Product: [C:8]([NH:27][C:28](=[O:29])[NH:36][C:37](=[O:38])[CH2:20][CH2:19][CH2:18][CH2:17][CH2:16][CH2:15][CH2:14][CH2:13][CH2:12][CH2:11][CH2:10][CH2:9][CH2:8][CH2:34][CH2:35][CH2:6][CH3:7])(=[O:26])[CH2:9][CH2:10][CH2:11][CH2:12][CH2:13][CH2:14][CH2:15][CH2:16][CH2:17][CH2:18][CH2:19][CH2:20][CH2:21][CH2:22][CH2:23][CH2:24][CH3:25]. The catalyst class is: 12.